This data is from NCI-60 drug combinations with 297,098 pairs across 59 cell lines. The task is: Regression. Given two drug SMILES strings and cell line genomic features, predict the synergy score measuring deviation from expected non-interaction effect. (1) Cell line: MCF7. Synergy scores: CSS=5.86, Synergy_ZIP=-3.39, Synergy_Bliss=-0.749, Synergy_Loewe=0.505, Synergy_HSA=1.04. Drug 2: C1C(C(OC1N2C=NC(=NC2=O)N)CO)O. Drug 1: CC(C)(C#N)C1=CC(=CC(=C1)CN2C=NC=N2)C(C)(C)C#N. (2) Drug 1: CC1C(C(CC(O1)OC2CC(OC(C2O)C)OC3=CC4=CC5=C(C(=O)C(C(C5)C(C(=O)C(C(C)O)O)OC)OC6CC(C(C(O6)C)O)OC7CC(C(C(O7)C)O)OC8CC(C(C(O8)C)O)(C)O)C(=C4C(=C3C)O)O)O)O. Drug 2: CCC1(C2=C(COC1=O)C(=O)N3CC4=CC5=C(C=CC(=C5CN(C)C)O)N=C4C3=C2)O.Cl. Cell line: RXF 393. Synergy scores: CSS=22.7, Synergy_ZIP=-4.32, Synergy_Bliss=-2.23, Synergy_Loewe=-4.29, Synergy_HSA=-1.41. (3) Drug 1: CCC1(CC2CC(C3=C(CCN(C2)C1)C4=CC=CC=C4N3)(C5=C(C=C6C(=C5)C78CCN9C7C(C=CC9)(C(C(C8N6C)(C(=O)OC)O)OC(=O)C)CC)OC)C(=O)OC)O.OS(=O)(=O)O. Drug 2: CCC1(C2=C(COC1=O)C(=O)N3CC4=CC5=C(C=CC(=C5CN(C)C)O)N=C4C3=C2)O.Cl. Cell line: PC-3. Synergy scores: CSS=26.4, Synergy_ZIP=-9.18, Synergy_Bliss=-4.92, Synergy_Loewe=-7.04, Synergy_HSA=-1.90.